This data is from Reaction yield outcomes from USPTO patents with 853,638 reactions. The task is: Predict the reaction yield, written as a fraction of the theoretical maximum amount of product (1.0 means a 100% yield; for example, 0.34 means a 34% yield). (1) The reactants are [NH2:1][C:2]1[N:7]=[CH:6][C:5]([C:8]2[O:12][N:11]=[C:10]([CH2:13][C:14]3[CH:19]=[CH:18][C:17]([OH:20])=[CH:16][CH:15]=3)[CH:9]=2)=[CH:4][CH:3]=1.O1CCCC1.[OH-].[Na+].[Cl:28][C:29]1[CH:34]=[CH:33][N:32]=[C:31]([CH2:35]Cl)[CH:30]=1. The catalyst is CN(C)C=O. The product is [Cl:28][C:29]1[CH:34]=[CH:33][N:32]=[C:31]([CH2:35][O:20][C:17]2[CH:18]=[CH:19][C:14]([CH2:13][C:10]3[CH:9]=[C:8]([C:5]4[CH:4]=[CH:3][C:2]([NH2:1])=[N:7][CH:6]=4)[O:12][N:11]=3)=[CH:15][CH:16]=2)[CH:30]=1. The yield is 0.250. (2) The reactants are Br[CH2:2][C:3]([C:5]1[CH:6]=[C:7]2[C:12](=[CH:13][CH:14]=1)[N:11]=[CH:10][CH:9]=[CH:8]2)=[O:4].[Cl:15][C:16]1[N:21]=[N:20][C:19](/[N:22]=[CH:23]/N(C)C)=[CH:18][CH:17]=1.CN(C=O)C. No catalyst specified. The product is [Cl:15][C:16]1[CH:17]=[CH:18][C:19]2[N:20]([C:2]([C:3]([C:5]3[CH:6]=[C:7]4[C:12](=[CH:13][CH:14]=3)[N:11]=[CH:10][CH:9]=[CH:8]4)=[O:4])=[CH:23][N:22]=2)[N:21]=1. The yield is 0.610. (3) The reactants are [CH:1]([C@H:14]1[CH2:19][C@H:18]([NH2:20])[CH2:17][CH2:16][O:15]1)([C:8]1[CH:13]=[CH:12][CH:11]=[CH:10][CH:9]=1)[C:2]1[CH:7]=[CH:6][CH:5]=[CH:4][CH:3]=1.[F:21][C:22]1[CH:29]=[CH:28][C:25]([CH:26]=O)=[CH:24][CH:23]=1.C(O)(=O)C.[BH3-]C#N.[Na+]. No catalyst specified. The product is [CH:1]([C@H:14]1[CH2:19][C@H:18]([NH:20][CH2:26][C:25]2[CH:28]=[CH:29][C:22]([F:21])=[CH:23][CH:24]=2)[CH2:17][CH2:16][O:15]1)([C:8]1[CH:13]=[CH:12][CH:11]=[CH:10][CH:9]=1)[C:2]1[CH:3]=[CH:4][CH:5]=[CH:6][CH:7]=1. The yield is 0.540. (4) The reactants are Cl.[OH:2][C:3]1[CH:8]=[CH:7][C:6]([C:9]2[N:14]=[C:13]3[N:15]([CH2:19][CH:20]4[CH2:25][CH2:24][CH2:23][CH2:22][N:21]4[CH3:26])[C:16](=[O:18])[NH:17][C:12]3=[N:11][CH:10]=2)=[CH:5][CH:4]=1.BrC1N=C2N(CC3CCCCN3C)C(=O)NC2=NC=1.P([O-])([O-])([O-])=O.[K+].[K+].[K+]. The catalyst is CN(C=O)C.O.C1C=CC(P(C2C=CC=CC=2)[C-]2C=CC=C2)=CC=1.C1C=CC(P(C2C=CC=CC=2)[C-]2C=CC=C2)=CC=1.Cl[Pd]Cl.[Fe+2]. The product is [OH:2][C:3]1[CH:4]=[CH:5][C:6]([C:9]2[N:14]=[C:13]3[N:15]([CH2:19][CH:20]4[CH2:25][CH2:24][CH2:23][CH2:22][N:21]4[CH3:26])[C:16](=[O:18])[NH:17][C:12]3=[N:11][CH:10]=2)=[CH:7][CH:8]=1. The yield is 0.173.